This data is from Reaction yield outcomes from USPTO patents with 853,638 reactions. The task is: Predict the reaction yield, written as a fraction of the theoretical maximum amount of product (1.0 means a 100% yield; for example, 0.34 means a 34% yield). (1) The yield is 0.940. The product is [C:1]([O:5][C:6]([N:8]1[CH2:12][C:11](=[N:20][O:19][CH3:18])[CH2:10][C@H:9]1[C:14]([OH:16])=[O:15])=[O:7])([CH3:4])([CH3:3])[CH3:2]. The catalyst is C(OCC)(=O)C. The reactants are [C:1]([O:5][C:6]([N:8]1[CH2:12][C:11](=O)[CH2:10][C@H:9]1[C:14]([OH:16])=[O:15])=[O:7])([CH3:4])([CH3:3])[CH3:2].Cl.[CH3:18][O:19][NH2:20].C(N(CC)CC)C. (2) The reactants are [CH3:1][CH2:2][CH2:3][CH2:4][CH2:5][CH2:6][CH2:7][CH2:8][CH2:9][CH2:10][CH2:11][CH2:12][O:13][C:14]([CH:16]([N:18]([CH3:20])[CH3:19])[CH3:17])=[O:15].[C:21]([OH:33])(=[O:32])[CH2:22][C:23]([CH2:28][C:29]([OH:31])=[O:30])([C:25]([OH:27])=[O:26])[OH:24]. The catalyst is CO. The product is [C:21]([OH:33])(=[O:32])[CH2:22][C:23]([CH2:28][C:29]([OH:31])=[O:30])([C:25]([OH:27])=[O:26])[OH:24].[CH3:19][N:18]([CH3:20])[CH:16]([CH3:17])[C:14]([O:13][CH2:12][CH2:11][CH2:10][CH2:9][CH2:8][CH2:7][CH2:6][CH2:5][CH2:4][CH2:3][CH2:2][CH3:1])=[O:15]. The yield is 0.956. (3) The reactants are [NH2:1][C:2]1[CH:7]=[C:6]([Cl:8])[C:5]([Br:9])=[CH:4]C=1O.[Yb+3].FC(F)(F)S([O-])(=O)=O.FC(F)(F)S([O-])(=O)=O.F[C:29](F)(F)S([O-])(=O)=O.[CH:36](OC)(OC)[O:37][CH3:38]. The catalyst is CCO. The product is [Br:9][C:5]1[C:6]([Cl:8])=[CH:7][C:2]2[N:1]=[C:36]([CH3:29])[O:37][C:38]=2[CH:4]=1. The yield is 0.903. (4) The reactants are F[C:2]1[CH:7]=[CH:6][CH:5]=[CH:4][N:3]=1.[NH2:8][C:9]1[C:14]([OH:15])=[CH:13][CH:12]=[CH:11][N:10]=1.C(=O)([O-])[O-].[Cs+].[Cs+].[Br:22]Br. The catalyst is CN(C)C=O.C(OCC)(=O)C. The product is [Br:22][C:12]1[CH:13]=[C:14]([O:15][C:2]2[CH:7]=[CH:6][CH:5]=[CH:4][N:3]=2)[C:9]([NH2:8])=[N:10][CH:11]=1. The yield is 0.410. (5) The reactants are [CH3:1][N:2]1[CH2:7][CH2:6][CH:5]([N:8]2[C:16](=O)[C:15]3[CH:14]=[C:13]4[NH:18][C:19]([C:21]5[C:22](=[O:41])[NH:23][CH:24]=[CH:25][C:26]=5[NH:27][C@@H:28]([CH3:40])[CH2:29][C:30]5[C:35]([F:36])=[C:34]([F:37])[CH:33]=[C:32]([F:38])[C:31]=5[F:39])=[N:20][C:12]4=[CH:11][C:10]=3[C:9]2=[O:42])[CH2:4][CH2:3]1. The catalyst is C(O)(=O)C.[Zn]. The product is [CH3:1][N:2]1[CH2:7][CH2:6][CH:5]([N:8]2[CH2:16][C:15]3[CH:14]=[C:13]4[N:18]=[C:19]([C:21]5[C:22](=[O:41])[NH:23][CH:24]=[CH:25][C:26]=5[NH:27][C@@H:28]([CH3:40])[CH2:29][C:30]5[C:31]([F:39])=[C:32]([F:38])[CH:33]=[C:34]([F:37])[C:35]=5[F:36])[NH:20][C:12]4=[CH:11][C:10]=3[C:9]2=[O:42])[CH2:4][CH2:3]1. The yield is 0.137. (6) The reactants are [Cl:1][C:2]1[C:7]([O:8][CH3:9])=[CH:6][C:5]([O:10][CH3:11])=[C:4]([Cl:12])[C:3]=1[C:13]1[C:26](=[O:27])[N:25]([CH3:28])[C:16]2[N:17]=[C:18](S(C)(=O)=O)[N:19]=[CH:20][C:15]=2[CH:14]=1.[CH3:29][C:30]1[CH:35]=[CH:34][CH:33]=[C:32]([N+:36]([O-])=O)[C:31]=1[NH2:39].CC(C)([O-])C.[K+]. The catalyst is CN(C=O)C.CCOC(C)=O. The product is [NH2:36][C:32]1[CH:33]=[CH:34][CH:35]=[C:30]([CH3:29])[C:31]=1[NH:39][C:18]1[N:19]=[CH:20][C:15]2[CH:14]=[C:13]([C:3]3[C:2]([Cl:1])=[C:7]([O:8][CH3:9])[CH:6]=[C:5]([O:10][CH3:11])[C:4]=3[Cl:12])[C:26](=[O:27])[N:25]([CH3:28])[C:16]=2[N:17]=1. The yield is 0.700.